Dataset: Catalyst prediction with 721,799 reactions and 888 catalyst types from USPTO. Task: Predict which catalyst facilitates the given reaction. (1) Reactant: FC1C=CC(CNC(C2[C:11](=[O:21])[C:12](O)=[C:13]([C:16](OC)=O)[NH:14][CH:15]=2)=O)=CC=1.[Br:24]Br.[C:26]([OH:29])(=[O:28])[CH3:27]. Product: [Br:24][C:12]1[C:13]([CH3:16])=[N:14][CH:15]=[C:27]([C:11]=1[OH:21])[C:26]([OH:29])=[O:28]. The catalyst class is: 6. (2) Reactant: [NH2:1][C:2]1[CH:7]=[CH:6][CH:5]=[CH:4][C:3]=1[NH:8][C:9](=[O:32])/[CH:10]=[CH:11]/[C:12]1[CH:16]=[CH:15][N:14]([S:17]([C:20]2[CH:25]=[CH:24][C:23]([C:26]3[CH:27]=[N:28][N:29]([CH3:31])[CH:30]=3)=[CH:22][CH:21]=2)(=[O:19])=[O:18])[CH:13]=1.[BrH:33]. Product: [BrH:33].[NH2:1][C:2]1[CH:7]=[CH:6][CH:5]=[CH:4][C:3]=1[NH:8][C:9](=[O:32])/[CH:10]=[CH:11]/[C:12]1[CH:16]=[CH:15][N:14]([S:17]([C:20]2[CH:25]=[CH:24][C:23]([C:26]3[CH:27]=[N:28][N:29]([CH3:31])[CH:30]=3)=[CH:22][CH:21]=2)(=[O:19])=[O:18])[CH:13]=1. The catalyst class is: 1. (3) Reactant: [Cl:1][C:2]1[CH:7]=[CH:6][C:5]([N:8]=[C:9]=[O:10])=[CH:4][CH:3]=1.[C:11]([N:13]=[C:14]([N:23]1[CH2:28][CH2:27][NH:26][CH:25]([C:29]2[CH:34]=[CH:33][CH:32]=[CH:31][CH:30]=2)[CH2:24]1)[NH:15][C:16]1[CH:21]=[CH:20][CH:19]=[CH:18][C:17]=1[CH3:22])#[N:12].O. Product: [Cl:1][C:2]1[CH:7]=[CH:6][C:5]([NH:8][C:9]([N:26]2[CH2:27][CH2:28][N:23]([C:14](=[N:13][C:11]#[N:12])[NH:15][C:16]3[CH:21]=[CH:20][CH:19]=[CH:18][C:17]=3[CH3:22])[CH2:24][CH:25]2[C:29]2[CH:34]=[CH:33][CH:32]=[CH:31][CH:30]=2)=[O:10])=[CH:4][CH:3]=1. The catalyst class is: 365. (4) Reactant: C(OC([N:8]([CH2:24][CH2:25][CH3:26])[N:9]1[C:18]([CH3:19])=[C:17]([C:20]([OH:22])=O)[C:16]2[C:11](=[CH:12][CH:13]=[N:14][CH:15]=2)[C:10]1=[O:23])=O)(C)(C)C.C[N:28]([CH3:31])C=O.ON1[C:37]2[CH:38]=[CH:39][CH:40]=[CH:41][C:36]=2N=N1.Cl.CN(C)[CH2:45][CH2:46][CH2:47]N=C=NCC.C(N(CC)CC)C.[F:61]C(F)(F)C(O)=O. Product: [CH:46]1([C@H:31]([NH:28][C:20]([C:17]2[C:16]3[C:11](=[CH:12][CH:13]=[N:14][CH:15]=3)[C:10](=[O:23])[N:9]([NH:8][CH2:24][CH2:25][CH3:26])[C:18]=2[CH3:19])=[O:22])[C:40]2[CH:41]=[CH:36][C:37]([F:61])=[CH:38][CH:39]=2)[CH2:47][CH2:45]1. The catalyst class is: 4. (5) Reactant: [CH2:1]([O:3][C:4]([C@@H:6]([NH:15][C@H:16]([C:18]([N:20]1[CH2:27][CH2:26][CH2:25][C@H:21]1[C:22]([OH:24])=[O:23])=[O:19])[CH3:17])[CH2:7][CH2:8][C:9]1[CH:14]=[CH:13][CH:12]=[CH:11][CH:10]=1)=[O:5])[CH3:2].[C:28]([OH:35])(=[O:34])/[CH:29]=[CH:30]\[C:31]([OH:33])=[O:32]. Product: [C:28]([OH:35])(=[O:34])/[CH:29]=[CH:30]\[C:31]([OH:33])=[O:32].[CH2:1]([O:3][C:4]([C@@H:6]([NH:15][C@H:16]([C:18]([N:20]1[CH2:27][CH2:26][CH2:25][C@H:21]1[C:22]([OH:24])=[O:23])=[O:19])[CH3:17])[CH2:7][CH2:8][C:9]1[CH:14]=[CH:13][CH:12]=[CH:11][CH:10]=1)=[O:5])[CH3:2]. The catalyst class is: 6.